This data is from Catalyst prediction with 721,799 reactions and 888 catalyst types from USPTO. The task is: Predict which catalyst facilitates the given reaction. (1) Reactant: C([O-])([O-])=O.[K+].[K+].[SH:7][C:8]1[N:22]=[CH:21][CH:20]=[CH:19][C:9]=1[C:10]([NH:12][CH2:13][C:14]1[S:15][CH:16]=[CH:17][CH:18]=1)=[O:11].Br[CH2:24][CH2:25][CH2:26][C:27]1[CH:32]=[CH:31][C:30]([F:33])=[CH:29][CH:28]=1. Product: [F:33][C:30]1[CH:31]=[CH:32][C:27]([CH2:26][CH2:25][CH2:24][S:7][C:8]2[C:9]([C:10]([NH:12][CH2:13][C:14]3[S:15][CH:16]=[CH:17][CH:18]=3)=[O:11])=[CH:19][CH:20]=[CH:21][N:22]=2)=[CH:28][CH:29]=1. The catalyst class is: 3. (2) Reactant: Cl.[F:2][C:3]([F:16])([F:15])[CH2:4][O:5][C:6]1[N:11]=[CH:10][C:9]([CH:12]([NH2:14])[CH3:13])=[CH:8][CH:7]=1.[NH2:17][C:18]1[CH:19]=[C:20]([CH:24]=[CH:25][N:26]=1)[C:21](O)=[O:22].C(N(CC)C(C)C)(C)C.CN(C(ON1N=NC2C=CC=CC1=2)=[N+](C)C)C.F[P-](F)(F)(F)(F)F. Product: [NH2:17][C:18]1[CH:19]=[C:20]([CH:24]=[CH:25][N:26]=1)[C:21]([NH:14][CH:12]([C:9]1[CH:10]=[N:11][C:6]([O:5][CH2:4][C:3]([F:2])([F:15])[F:16])=[CH:7][CH:8]=1)[CH3:13])=[O:22]. The catalyst class is: 9. (3) Reactant: Br[CH:2]([C:4]1[N:8]([CH3:9])[N:7]([C:10]2[CH:15]=[CH:14][CH:13]=[CH:12][CH:11]=2)[C:6](=[O:16])[C:5]=1[Cl:17])[CH3:3].[C:18]1([CH2:24][CH2:25][CH2:26][CH:27]2[CH2:32][CH2:31][NH:30][CH2:29][CH2:28]2)[CH:23]=[CH:22][CH:21]=[CH:20][CH:19]=1.C(=O)([O-])[O-].[K+].[K+]. Product: [Cl:17][C:5]1[C:6](=[O:16])[N:7]([C:10]2[CH:15]=[CH:14][CH:13]=[CH:12][CH:11]=2)[N:8]([CH3:9])[C:4]=1[CH:2]([N:30]1[CH2:31][CH2:32][CH:27]([CH2:26][CH2:25][CH2:24][C:18]2[CH:19]=[CH:20][CH:21]=[CH:22][CH:23]=2)[CH2:28][CH2:29]1)[CH3:3]. The catalyst class is: 10. (4) The catalyst class is: 6. Product: [C:1]([C:5]1[CH:41]=[CH:40][C:8]([C:9]([NH:11][C:12]2[CH:17]=[CH:16][CH:15]=[C:14]([C:18]3[CH:23]=[C:22]([NH:24][C:25]4[N:26]=[N:27][C:28]([N:31]5[CH2:36][CH2:35][O:34][CH2:33][CH2:32]5)=[CH:29][CH:30]=4)[C:21](=[O:37])[NH:20][CH:19]=3)[C:13]=2[CH3:39])=[O:10])=[CH:7][CH:6]=1)([CH3:4])([CH3:2])[CH3:3]. Reactant: [C:1]([C:5]1[CH:41]=[CH:40][C:8]([C:9]([NH:11][C:12]2[CH:17]=[CH:16][CH:15]=[C:14]([C:18]3[CH:19]=[N:20][C:21]([O:37]C)=[C:22]([NH:24][C:25]4[N:26]=[N:27][C:28]([N:31]5[CH2:36][CH2:35][O:34][CH2:33][CH2:32]5)=[CH:29][CH:30]=4)[CH:23]=3)[C:13]=2[CH3:39])=[O:10])=[CH:7][CH:6]=1)([CH3:4])([CH3:3])[CH3:2].O1CCOCC1.Cl.[OH-].[Na+]. (5) Reactant: [N+:1]([C:4]1[CH:5]=[C:6]2[C:10](=[CH:11][CH:12]=1)[CH2:9][N:8]([C:13]([O:15][CH2:16][C:17]1[CH:22]=[CH:21][CH:20]=[CH:19][CH:18]=1)=[O:14])[CH2:7]2)([O-])=O.O.O.Cl[Sn]Cl.C([O-])(O)=O.[Na+]. Product: [NH2:1][C:4]1[CH:5]=[C:6]2[C:10](=[CH:11][CH:12]=1)[CH2:9][N:8]([C:13]([O:15][CH2:16][C:17]1[CH:18]=[CH:19][CH:20]=[CH:21][CH:22]=1)=[O:14])[CH2:7]2. The catalyst class is: 3. (6) Reactant: [CH3:1][O:2][C:3](=[O:19])[C:4]1[CH:9]=[CH:8][C:7]([NH:10][C:11]([O:13][C:14]([CH3:17])([CH3:16])[CH3:15])=[O:12])=[C:6]([NH2:18])[CH:5]=1.N1C=CC=CC=1.[N+:26]([C:29]1[CH:34]=[CH:33][CH:32]=[CH:31][C:30]=1[S:35](Cl)(=[O:37])=[O:36])([O-:28])=[O:27]. Product: [CH3:1][O:2][C:3](=[O:19])[C:4]1[CH:9]=[CH:8][C:7]([NH:10][C:11]([O:13][C:14]([CH3:16])([CH3:15])[CH3:17])=[O:12])=[C:6]([NH:18][S:35]([C:30]2[CH:31]=[CH:32][CH:33]=[CH:34][C:29]=2[N+:26]([O-:28])=[O:27])(=[O:36])=[O:37])[CH:5]=1. The catalyst class is: 4. (7) Reactant: O[CH:2]([C:7]([O:20][CH3:21])([C:14]1[CH:19]=[CH:18][CH:17]=[CH:16][CH:15]=1)[C:8]1[CH:13]=[CH:12][CH:11]=[CH:10][CH:9]=1)[C:3]([O:5][CH3:6])=[O:4].C(N(CC)CC)C.CS(Cl)(=O)=O.[CH3:34][O:35][C:36]1[CH:41]=[C:40]([O:42][CH3:43])[N:39]=[C:38]([SH:44])[N:37]=1.C(=O)(O)[O-].[Na+]. Product: [CH3:43][O:42][C:40]1[CH:41]=[C:36]([O:35][CH3:34])[N:37]=[C:38]([S:44][CH:2]([C:7]([O:20][CH3:21])([C:14]2[CH:15]=[CH:16][CH:17]=[CH:18][CH:19]=2)[C:8]2[CH:9]=[CH:10][CH:11]=[CH:12][CH:13]=2)[C:3]([O:5][CH3:6])=[O:4])[N:39]=1. The catalyst class is: 139. (8) Reactant: [C:1]([C:4]1[C:12]2[C:7](=[CH:8][C:9]([OH:13])=[CH:10][CH:11]=2)[N:6]([CH2:14][C:15]([O:17]C(C)(C)C)=[O:16])[CH:5]=1)(=[O:3])[CH3:2]. Product: [C:1]([C:4]1[C:12]2[C:7](=[CH:8][C:9]([OH:13])=[CH:10][CH:11]=2)[N:6]([CH2:14][C:15]([OH:17])=[O:16])[CH:5]=1)(=[O:3])[CH3:2]. The catalyst class is: 89.